This data is from Catalyst prediction with 721,799 reactions and 888 catalyst types from USPTO. The task is: Predict which catalyst facilitates the given reaction. (1) Reactant: [Br:1][C:2]1[C:3](Cl)=[N:4][C:5]([CH3:11])=[C:6]([N+:8]([O-:10])=[O:9])[CH:7]=1.[NH:13]1[CH2:18][CH2:17][O:16][CH2:15][CH2:14]1.CCN(C(C)C)C(C)C. Product: [Br:1][C:2]1[C:3]([N:13]2[CH2:18][CH2:17][O:16][CH2:15][CH2:14]2)=[N:4][C:5]([CH3:11])=[C:6]([N+:8]([O-:10])=[O:9])[CH:7]=1. The catalyst class is: 2. (2) Reactant: Br[C:2]1[CH:10]=[C:9]([F:11])[C:8]([O:12][CH3:13])=[CH:7][C:3]=1[C:4]([OH:6])=[O:5].[Br:14][C:15]1[CH:20]=[CH:19][C:18]([OH:21])=[CH:17][CH:16]=1.C([O-])([O-])=O.[Cs+].[Cs+]. Product: [Br:14][C:15]1[CH:20]=[CH:19][C:18]([O:21][C:2]2[CH:10]=[C:9]([F:11])[C:8]([O:12][CH3:13])=[CH:7][C:3]=2[C:4]([OH:6])=[O:5])=[CH:17][CH:16]=1. The catalyst class is: 3. (3) Reactant: [Br:1][C:2]1[CH:6]=[C:5]([C:7]2[O:12][C:11](=[O:13])[C:10]3[CH:14]=[C:15]([Cl:19])[CH:16]=[C:17]([CH3:18])[C:9]=3[N:8]=2)[N:4]([C:20]2[C:25]([Cl:26])=[CH:24][CH:23]=[CH:22][N:21]=2)[N:3]=1.[CH3:27][NH2:28]. Product: [Br:1][C:2]1[CH:6]=[C:5]([C:7]([NH:8][C:9]2[C:10]([C:11]([NH:28][CH3:27])=[O:13])=[CH:14][C:15]([Cl:19])=[CH:16][C:17]=2[CH3:18])=[O:12])[N:4]([C:20]2[C:25]([Cl:26])=[CH:24][CH:23]=[CH:22][N:21]=2)[N:3]=1. The catalyst class is: 7. (4) Reactant: [CH2:1]([N:8]1[C:17]2[C:12](=[CH:13][CH:14]=[CH:15][N:16]=2)[C:11]([OH:18])=[C:10]([C:19](OCC)=[O:20])[C:9]1=[O:24])[C:2]1[CH:7]=[CH:6][CH:5]=[CH:4][CH:3]=1.[NH2:25][C:26]1[CH:31]=[CH:30][C:29]([Br:32])=[CH:28][C:27]=1[S:33]([NH2:36])(=[O:35])=[O:34]. The catalyst class is: 11. Product: [NH2:36][S:33]([C:27]1[CH:28]=[C:29]([Br:32])[CH:30]=[CH:31][C:26]=1[NH:25][C:19]([C:10]1[C:9](=[O:24])[N:8]([CH2:1][C:2]2[CH:7]=[CH:6][CH:5]=[CH:4][CH:3]=2)[C:17]2[C:12]([C:11]=1[OH:18])=[CH:13][CH:14]=[CH:15][N:16]=2)=[O:20])(=[O:35])=[O:34]. (5) Reactant: [CH2:1]([C:3]1[NH:31][C:6]2[N:7]=[C:8]([S:16][C:17]3[NH:18][C:19](=[O:30])[N:20]([CH2:24][C:25]([O:27][CH2:28][CH3:29])=[O:26])[C:21](=[O:23])[CH:22]=3)[N:9]=[C:10]([N:11]3[CH2:14][CH:13]([OH:15])[CH2:12]3)[C:5]=2[CH:4]=1)[CH3:2].[Br:32]N1C(=O)CCC1=O. Product: [Br:32][C:4]1[C:5]2[C:10]([N:11]3[CH2:12][CH:13]([OH:15])[CH2:14]3)=[N:9][C:8]([S:16][C:17]3[NH:18][C:19](=[O:30])[N:20]([CH2:24][C:25]([O:27][CH2:28][CH3:29])=[O:26])[C:21](=[O:23])[CH:22]=3)=[N:7][C:6]=2[NH:31][C:3]=1[CH2:1][CH3:2]. The catalyst class is: 1. (6) Reactant: [Br:1][C:2]1[C:7]([O:8][CH3:9])=[CH:6][C:5]([CH2:10]O)=[CH:4][C:3]=1[O:12][CH3:13].[Cl:14]CCl.C(N(CC)CC)C.CS(Cl)(=O)=O. Product: [Br:1][C:2]1[C:7]([O:8][CH3:9])=[CH:6][C:5]([CH2:10][Cl:14])=[CH:4][C:3]=1[O:12][CH3:13]. The catalyst class is: 84.